This data is from Plasma protein binding rate (PPBR) regression data from AstraZeneca. The task is: Regression/Classification. Given a drug SMILES string, predict its absorption, distribution, metabolism, or excretion properties. Task type varies by dataset: regression for continuous measurements (e.g., permeability, clearance, half-life) or binary classification for categorical outcomes (e.g., BBB penetration, CYP inhibition). For this dataset (ppbr_az), we predict Y. (1) The drug is CNc1c(Br)cnc2[nH]c(-c3cccc(N)c3)nc12. The Y is 90.1 %. (2) The compound is CN(C)CCC1CCN(c2cc(C(=O)NC[C@H]3CC[C@H](CNC(=O)OC(C)(C)C)CC3)c3ccccc3n2)CC1. The Y is 96.7 %. (3) The molecule is C[C@H](Nc1ncc(Cl)c(Nc2cc(C3CC3)[nH]n2)n1)c1ncc(F)cn1. The Y is 94.3 %.